From a dataset of Serine/threonine kinase 33 screen with 319,792 compounds. Binary Classification. Given a drug SMILES string, predict its activity (active/inactive) in a high-throughput screening assay against a specified biological target. The drug is Brc1c(NC(=O)COC(=O)C=2OCCOC2)ccc(Br)c1. The result is 0 (inactive).